From a dataset of Full USPTO retrosynthesis dataset with 1.9M reactions from patents (1976-2016). Predict the reactants needed to synthesize the given product. (1) Given the product [O:11]=[C:7]1[N:6]([CH2:5][C:4]([NH:14][NH2:15])=[O:3])[CH2:10][CH2:9][O:8]1, predict the reactants needed to synthesize it. The reactants are: C([O:3][C:4](=O)[CH2:5][N:6]1[CH2:10][CH2:9][O:8][C:7]1=[O:11])C.O.[NH2:14][NH2:15]. (2) Given the product [C:6]([O:10][C:11](=[O:32])[C:12](=[CH:46][C:44]1[CH:43]=[CH:42][N:41]=[C:40]([NH:39][C:38]([O:37][C:33]([CH3:36])([CH3:35])[CH3:34])=[O:48])[CH:45]=1)[CH2:13][C:14]([O:16][CH2:17][C:18]1[CH:19]=[CH:20][CH:21]=[CH:22][CH:23]=1)=[O:15])([CH3:7])([CH3:8])[CH3:9], predict the reactants needed to synthesize it. The reactants are: C([Li])CCC.[C:6]([O:10][C:11](=[O:32])[CH:12](P(OCC)(OCC)=O)[CH2:13][C:14]([O:16][CH2:17][C:18]1[CH:23]=[CH:22][CH:21]=[CH:20][CH:19]=1)=[O:15])([CH3:9])([CH3:8])[CH3:7].[C:33]([O:37][C:38](=[O:48])[NH:39][C:40]1[CH:45]=[C:44]([CH:46]=O)[CH:43]=[CH:42][N:41]=1)([CH3:36])([CH3:35])[CH3:34].O. (3) Given the product [O:1]=[C:2]1[CH2:3][CH2:4][CH2:5][N:6]([C:9]([O:11][CH2:12][C:13]2[CH:14]=[CH:15][CH:16]=[CH:17][CH:18]=2)=[O:10])[CH2:7][CH2:8]1, predict the reactants needed to synthesize it. The reactants are: [O:1]=[C:2]1[CH2:8][CH2:7][N:6]([C:9]([O:11][CH2:12][C:13]2[CH:18]=[CH:17][CH:16]=[CH:15][CH:14]=2)=[O:10])[CH2:5][CH2:4][CH:3]1C(OCC)=O.C(=O)([O-])[O-].[K+].[K+].Cl. (4) Given the product [CH:38]1[C:47]2[C:42](=[CH:43][C:44]([C:2]3[N:3]=[C:4]4[C:10]5[CH:11]=[CH:12][CH:13]=[CH:14][C:9]=5[NH:8][C:7]5[N:15]=[CH:16][CH:17]=[CH:18][C:6]=5[N:5]4[C:19]=3[C:20]3[CH:25]=[CH:24][C:23]([C:26]4([NH:30][C:31](=[O:37])[O:32][C:33]([CH3:36])([CH3:34])[CH3:35])[CH2:29][CH2:28][CH2:27]4)=[CH:22][CH:21]=3)=[CH:45][CH:46]=2)[CH:41]=[CH:40][N:39]=1, predict the reactants needed to synthesize it. The reactants are: Br[C:2]1[N:3]=[C:4]2[C:10]3[CH:11]=[CH:12][CH:13]=[CH:14][C:9]=3[NH:8][C:7]3[N:15]=[CH:16][CH:17]=[CH:18][C:6]=3[N:5]2[C:19]=1[C:20]1[CH:25]=[CH:24][C:23]([C:26]2([NH:30][C:31](=[O:37])[O:32][C:33]([CH3:36])([CH3:35])[CH3:34])[CH2:29][CH2:28][CH2:27]2)=[CH:22][CH:21]=1.[CH:38]1[C:47]2[C:42](=[CH:43][C:44](B(O)O)=[CH:45][CH:46]=2)[CH:41]=[CH:40][N:39]=1.C([O-])([O-])=O.[Na+].[Na+]. (5) Given the product [N:27]1[CH:32]=[CH:31][C:30]([C:2]2[CH:7]=[CH:6][C:5]([NH:8][S:9]([C:12]3[S:16][C:15]4[CH:17]=[CH:18][C:19]([F:21])=[CH:20][C:14]=4[C:13]=3[CH3:22])(=[O:10])=[O:11])=[C:4]([C:23]([F:26])([F:24])[F:25])[CH:3]=2)=[CH:29][CH:28]=1, predict the reactants needed to synthesize it. The reactants are: Br[C:2]1[CH:7]=[CH:6][C:5]([NH:8][S:9]([C:12]2[S:16][C:15]3[CH:17]=[CH:18][C:19]([F:21])=[CH:20][C:14]=3[C:13]=2[CH3:22])(=[O:11])=[O:10])=[C:4]([C:23]([F:26])([F:25])[F:24])[CH:3]=1.[N:27]1[CH:32]=[CH:31][C:30](B(O)O)=[CH:29][CH:28]=1. (6) Given the product [OH:8][C:9]1[CH:26]=[C:25]2[C:12]([C@@:13]3([CH3:3])[C@H:22]([CH2:23][S:24]2(=[O:28])=[O:27])[C@:21]2([CH3:29])[C@H:16]([C:17]([CH3:30])([CH3:31])[CH2:18][CH2:19][CH2:20]2)[CH2:15][CH2:14]3)=[C:11]([C:32]([OH:34])=[O:33])[CH:10]=1, predict the reactants needed to synthesize it. The reactants are: [H-].[Li+].[CH2:3](S)CC.C[O:8][C:9]1[CH:26]=[C:25]2[C:12]([C@H:13]3[C@H:22]([CH2:23][S:24]2(=[O:28])=[O:27])[C@:21]2([CH3:29])[C@H:16]([C:17]([CH3:31])([CH3:30])[CH2:18][CH2:19][CH2:20]2)[CH2:15][CH2:14]3)=[C:11]([C:32]([O-:34])=[O:33])[CH:10]=1. (7) Given the product [F:2][C:3]1[C:4]([I:18])=[C:5]([C:6]([F:9])=[CH:7][CH:8]=1)[NH2:10], predict the reactants needed to synthesize it. The reactants are: Cl.[F:2][C:3]1[C:4]([I:18])=[C:5]([NH:10]C(=O)OC(C)(C)C)[C:6]([F:9])=[CH:7][CH:8]=1. (8) The reactants are: C(O)(C(F)(F)F)=O.[NH2:8][C:9](=[O:45])[CH2:10][C:11]1[CH:44]=[CH:43][CH:42]=[CH:41][C:12]=1[CH2:13][CH2:14][C:15]1[C:20]([C:21]([F:24])([F:23])[F:22])=[CH:19][N:18]=[C:17]([NH:25][C:26]2[CH:40]=[CH:39][C:29]([CH2:30][NH:31]C(=O)OC(C)(C)C)=[CH:28][CH:27]=2)[N:16]=1. Given the product [NH2:31][CH2:30][C:29]1[CH:28]=[CH:27][C:26]([NH:25][C:17]2[N:16]=[C:15]([CH2:14][CH2:13][C:12]3[CH:41]=[CH:42][CH:43]=[CH:44][C:11]=3[CH2:10][C:9]([NH2:8])=[O:45])[C:20]([C:21]([F:23])([F:24])[F:22])=[CH:19][N:18]=2)=[CH:40][CH:39]=1, predict the reactants needed to synthesize it. (9) Given the product [CH3:24][C:25]1[CH:30]=[CH:29][C:28]([O:31][C:2]2[N:10]=[C:9]3[C:5]([N:6]=[CH:7][N:8]3[CH:11]([CH3:13])[CH3:12])=[C:4]([NH:14][CH2:15][C:16]3[CH:21]=[CH:20][C:19]([O:22][CH3:23])=[CH:18][CH:17]=3)[N:3]=2)=[CH:27][CH:26]=1, predict the reactants needed to synthesize it. The reactants are: Cl[C:2]1[N:10]=[C:9]2[C:5]([N:6]=[CH:7][N:8]2[CH:11]([CH3:13])[CH3:12])=[C:4]([NH:14][CH2:15][C:16]2[CH:21]=[CH:20][C:19]([O:22][CH3:23])=[CH:18][CH:17]=2)[N:3]=1.[CH3:24][C:25]1[CH:30]=[CH:29][C:28]([OH:31])=[CH:27][CH:26]=1.CC([O-])(C)C.[K+]. (10) Given the product [CH2:8]([NH:7][CH2:16][C:17]1[CH:22]=[CH:21][C:20]([O:23][C:24]2[N:25]=[CH:26][C:27]([C:30]([NH2:31])=[O:32])=[N:28][CH:29]=2)=[CH:19][CH:18]=1)[CH2:9][C:10]1[CH:11]=[CH:12][CH:13]=[CH:14][CH:15]=1, predict the reactants needed to synthesize it. The reactants are: C(OC(=O)[N:7]([CH2:16][C:17]1[CH:22]=[CH:21][C:20]([O:23][C:24]2[CH:29]=[N:28][C:27]([C:30](=[O:32])[NH2:31])=[CH:26][N:25]=2)=[CH:19][CH:18]=1)[CH2:8][CH2:9][C:10]1[CH:15]=[CH:14][CH:13]=[CH:12][CH:11]=1)(C)(C)C.C(O)(C(F)(F)F)=O.